This data is from Forward reaction prediction with 1.9M reactions from USPTO patents (1976-2016). The task is: Predict the product of the given reaction. Given the reactants Cl[C:2]1[N:9]=[C:8](C)[C:7]([C:11]2[O:12][C:13]([CH2:16][CH3:17])=[CH:14][N:15]=2)=[CH:6][C:3]=1[C:4]#[N:5].[C:18]([O:22][C:23](=[O:29])[NH:24][CH:25]1[CH2:28][NH:27][CH2:26]1)([CH3:21])([CH3:20])[CH3:19].[CH2:30](N(CC)CC)C, predict the reaction product. The product is: [C:4]([C:3]1[C:2]([N:27]2[CH2:28][CH:25]([NH:24][C:23](=[O:29])[O:22][C:18]([CH3:21])([CH3:19])[CH3:20])[CH2:26]2)=[N:9][CH:8]=[C:7]([C:11]2[O:12][C:13]([CH2:16][CH3:17])=[CH:14][N:15]=2)[C:6]=1[CH3:30])#[N:5].